Dataset: Forward reaction prediction with 1.9M reactions from USPTO patents (1976-2016). Task: Predict the product of the given reaction. (1) Given the reactants [N+:1]([C:4]1[CH:9]=[C:8]([N+:10]([O-])=O)[CH:7]=[C:6]([N+:13]([O-])=O)[C:5]=1[C:16]1[CH:21]=[CH:20][C:19]([CH3:22])=[CH:18][CH:17]=1)([O-])=O.Cl, predict the reaction product. The product is: [NH2:1][C:4]1[CH:9]=[C:8]([NH2:10])[CH:7]=[C:6]([NH2:13])[C:5]=1[C:16]1[CH:21]=[CH:20][C:19]([CH3:22])=[CH:18][CH:17]=1. (2) Given the reactants [CH3:1][Si:2]([CH3:9])([CH3:8])[NH:3][Si:4]([CH3:7])([CH3:6])[CH3:5].C([Li])CCCCC.Cl[C@@H:18]([B:23]1[O:27][C@@H:26]2[CH2:28][C@@H:29]3[CH2:32][C@H:31]([C@:25]2([CH3:35])[O:24]1)[C:30]3([CH3:34])[CH3:33])[CH2:19][CH:20]([CH3:22])[CH3:21].[Li].C[Si](N[Si](C)(C)C)(C)C, predict the reaction product. The product is: [CH3:1][Si:2]([CH3:9])([CH3:8])[N:3]([C@H:18]([B:23]1[O:27][C@@H:26]2[CH2:28][C@@H:29]3[CH2:32][C@H:31]([C@:25]2([CH3:35])[O:24]1)[C:30]3([CH3:33])[CH3:34])[CH2:19][CH:20]([CH3:22])[CH3:21])[Si:4]([CH3:7])([CH3:6])[CH3:5]. (3) Given the reactants Br[C:2]1[CH:7]=[C:6]([C:8]#[C:9][CH3:10])[CH:5]=[CH:4][N:3]=1.[CH3:11][Sn:12]([CH3:18])([CH3:17])[Sn:12]([CH3:18])([CH3:17])[CH3:11], predict the reaction product. The product is: [C:8]([C:6]1[CH:5]=[CH:4][N:3]=[C:2]([Sn:12]([CH3:18])([CH3:17])[CH3:11])[CH:7]=1)#[C:9][CH3:10]. (4) Given the reactants [C:1]1([S:7](Cl)(=[O:9])=[O:8])C=[CH:5][CH:4]=[CH:3][CH:2]=1.C(OC(=O)N[C@H:18]([C:30](=O)[NH:31]C1CCCNCC1O)[CH2:19][C:20]1[CH:29]=[CH:28][C:27]2[C:22](=CC=CC=2)[CH:21]=1)(C)(C)C.C(O[C:47](=[O:65])[NH:48][C@H:49]([C:54](=[O:64])[NH:55][CH:56]1[CH2:62][CH2:61][CH2:60][NH:59][CH2:58][CH:57]1[OH:63])[CH2:50][CH:51]([CH3:53])[CH3:52])(C)(C)C.[N:66]1C2C(=CC=CC=2C(O)=O)C=CC=1.O1[C:83]2[CH:84]=[CH:85][C:86]([C:88](O)=O)=[CH:87][C:82]=2OC1, predict the reaction product. The product is: [CH:53]1[C:85]2[C:86](=[CH:87][CH:82]=[CH:83][CH:84]=2)[CH:88]=[CH:52][C:51]=1[CH2:50][C@H:49]([NH:48][C:47]([C:22]1[CH:27]=[CH:28][CH:29]=[C:20]2[C:21]=1[N:31]=[CH:30][CH:18]=[CH:19]2)=[O:65])[C:54](=[O:64])[NH:55][CH:56]1[CH2:62][CH2:61][CH2:60][N:59]([S:7]([C:1]2[CH:2]=[CH:3][CH:4]=[CH:5][N:66]=2)(=[O:9])=[O:8])[CH2:58][C:57]1=[O:63].